Dataset: Forward reaction prediction with 1.9M reactions from USPTO patents (1976-2016). Task: Predict the product of the given reaction. (1) Given the reactants [C:1]([C:4]1[CH:12]=[CH:11][CH:10]=[CH:9][C:5]=1[C:6]([OH:8])=[O:7])(=[O:3])[CH3:2].C(=O)(O)[O-].[Na+:17], predict the reaction product. The product is: [C:1]([C:4]1[CH:12]=[CH:11][CH:10]=[CH:9][C:5]=1[C:6]([O-:8])=[O:7])(=[O:3])[CH3:2].[Na+:17]. (2) Given the reactants [NH2:1][C@@H:2]([CH2:6][O:7][C:8]([O:10][C:11]1[C:16]([CH:17]([CH3:19])[CH3:18])=[CH:15][CH:14]=[CH:13][C:12]=1[CH:20]([CH3:22])[CH3:21])=[O:9])[C:3]([OH:5])=[O:4].[ClH:23], predict the reaction product. The product is: [NH2:1][C@@H:2]([CH2:6][O:7][C:8]([O:10][C:11]1[C:16]([CH:17]([CH3:18])[CH3:19])=[CH:15][CH:14]=[CH:13][C:12]=1[CH:20]([CH3:22])[CH3:21])=[O:9])[C:3]([OH:5])=[O:4].[ClH:23].[NH2:1][C@@H:2]([CH2:6][O:7][C:8]([O:10][C:11]1[C:16]([CH:17]([CH3:18])[CH3:19])=[CH:15][CH:14]=[CH:13][C:12]=1[CH:20]([CH3:22])[CH3:21])=[O:9])[C:3]([OH:5])=[O:4]. (3) Given the reactants C(OC([N:8]1[CH2:13][CH2:12][CH:11]([NH:14][C:15]([C:17]2[S:21][C:20]([Br:22])=[N:19][C:18]=2[CH3:23])=[O:16])[CH2:10][CH2:9]1)=O)(C)(C)C.[ClH:24], predict the reaction product. The product is: [ClH:24].[NH:8]1[CH2:13][CH2:12][CH:11]([NH:14][C:15]([C:17]2[S:21][C:20]([Br:22])=[N:19][C:18]=2[CH3:23])=[O:16])[CH2:10][CH2:9]1.